From a dataset of Experimentally validated miRNA-target interactions with 360,000+ pairs, plus equal number of negative samples. Binary Classification. Given a miRNA mature sequence and a target amino acid sequence, predict their likelihood of interaction. The miRNA is hsa-miR-6799-5p with sequence GGGGAGGUGUGCAGGGCUGG. The protein sequence of the target gene is MAAAVPRRPTQQGTVTFEDVAVNFSQEEWCLLSEAQRCLYRDVMLENLALISSLGCWCGSKDEEAPCKQRISVQRESQSRTPRAGVSPKKAHPCEMCGLILEDVFHFADHQETHHKQKLNRSGACGKNLDDTAYLHQHQKQHIGEKFYRKSVREASFVKKRKLRVSQEPFVFREFGKDVLPSSGLCQEEAAVEKTDSETMHGPPFQEGKTNYSCGKRTKAFSTKHSVIPHQKLFTRDGCYVCSDCGKSFSRYVSFSNHQRDHTAKGPYDCGECGKSYSRKSSLIQHQRVHTGQTAYPCEE.... Result: 1 (interaction).